This data is from Forward reaction prediction with 1.9M reactions from USPTO patents (1976-2016). The task is: Predict the product of the given reaction. (1) Given the reactants [CH2:1]([O:8][C:9]1[CH:14]=[CH:13][C:12]([C:15]#[C:16][C:17]([O:19]CC)=O)=[CH:11][CH:10]=1)[C:2]1[CH:7]=[CH:6][CH:5]=[CH:4][CH:3]=1.Cl.[OH:23][NH2:24].[OH-].[K+].CO, predict the reaction product. The product is: [CH2:1]([O:8][C:9]1[CH:14]=[CH:13][C:12]([C:15]2[O:23][N:24]=[C:17]([OH:19])[CH:16]=2)=[CH:11][CH:10]=1)[C:2]1[CH:7]=[CH:6][CH:5]=[CH:4][CH:3]=1. (2) Given the reactants C[Si]([C:5]#[C:6][C:7]1[CH:8]=[C:9]([O:19][C:20]2[CH:25]=[CH:24][C:23]([C:26]34[CH2:35][CH:30]5[CH2:31][CH:32]([CH2:34][C:28]([C:36]6[CH:41]=[CH:40][C:39]([O:42][C:43]7[CH:48]=[C:47]([C:49]#[C:50][Si](C)(C)C)[CH:46]=[C:45]([C:55]#[C:56][Si](C)(C)C)[CH:44]=7)=[CH:38][CH:37]=6)([CH2:29]5)[CH2:27]3)[CH2:33]4)=[CH:22][CH:21]=2)[CH:10]=[C:11]([C:13]#[C:14][Si](C)(C)C)[CH:12]=1)(C)C.O1CCCC1.C(=O)([O-])[O-].[K+].[K+], predict the reaction product. The product is: [C:6]([C:7]1[CH:8]=[C:9]([O:19][C:20]2[CH:21]=[CH:22][C:23]([C:26]34[CH2:35][CH:30]5[CH2:31][CH:32]([CH2:34][C:28]([C:36]6[CH:37]=[CH:38][C:39]([O:42][C:43]7[CH:48]=[C:47]([C:49]#[CH:50])[CH:46]=[C:45]([C:55]#[CH:56])[CH:44]=7)=[CH:40][CH:41]=6)([CH2:29]5)[CH2:27]3)[CH2:33]4)=[CH:24][CH:25]=2)[CH:10]=[C:11]([C:13]#[CH:14])[CH:12]=1)#[CH:5]. (3) Given the reactants [Cl:1][C:2]1[CH:11]=[C:10]2[C:5]([C:6]([OH:20])=[C:7]([C:16]([O:18][CH3:19])=[O:17])[C:8]([C:12]([O:14]C)=[O:13])=[N:9]2)=[CH:4][CH:3]=1.[OH-].[Na+].Cl, predict the reaction product. The product is: [C:16]([C:7]1[C:8]([C:12]([OH:14])=[O:13])=[N:9][C:10]2[C:5]([C:6]=1[OH:20])=[CH:4][CH:3]=[C:2]([Cl:1])[CH:11]=2)([O:18][CH3:19])=[O:17]. (4) Given the reactants [Al+3].[Cl-].[Cl-].[Cl-].[CH:5]1(O)[CH2:9][CH2:8][CH2:7][CH2:6]1.[CH:11]1[CH:16]=[CH:15][CH:14]=[CH:13][CH:12]=1, predict the reaction product. The product is: [CH:5]1([C:11]2[CH:16]=[CH:15][CH:14]=[CH:13][CH:12]=2)[CH2:9][CH2:8][CH2:7][CH2:6]1.